Dataset: Forward reaction prediction with 1.9M reactions from USPTO patents (1976-2016). Task: Predict the product of the given reaction. (1) Given the reactants N1C=CC=CC=1.[F:7][C:8]([F:21])([F:20])[S:9]([O:12]S(C(F)(F)F)(=O)=O)(=[O:11])=[O:10].O[C:23]1[CH:24]=[C:25]([C:35]([O:37][CH3:38])=[O:36])[CH:26]=[C:27]([C:29]2[CH:34]=[CH:33][CH:32]=[CH:31][CH:30]=2)[CH:28]=1.[Cl-].[NH4+], predict the reaction product. The product is: [F:7][C:8]([F:21])([F:20])[S:9]([O:12][C:23]1[CH:24]=[C:25]([C:35]([O:37][CH3:38])=[O:36])[CH:26]=[C:27]([C:29]2[CH:34]=[CH:33][CH:32]=[CH:31][CH:30]=2)[CH:28]=1)(=[O:11])=[O:10]. (2) Given the reactants Br[C:2]1[S:3][CH:4]=[CH:5][N:6]=1.C([O-])([O-])=O.[K+].[K+].[CH2:13]([SH:20])[C:14]1[CH:19]=[CH:18][CH:17]=[CH:16][CH:15]=1, predict the reaction product. The product is: [CH2:13]([S:20][C:2]1[S:3][CH:4]=[CH:5][N:6]=1)[C:14]1[CH:19]=[CH:18][CH:17]=[CH:16][CH:15]=1. (3) Given the reactants [NH2:1][C:2]1[CH:16]=[CH:15][C:14]([Br:17])=[CH:13][C:3]=1[C:4]([C:6]1[CH:11]=[CH:10][C:9]([F:12])=[CH:8][CH:7]=1)=O.[N:18]([O-])=O.[Na+].O.O.[Sn](Cl)Cl, predict the reaction product. The product is: [Br:17][C:14]1[CH:13]=[C:3]2[C:2](=[CH:16][CH:15]=1)[NH:1][N:18]=[C:4]2[C:6]1[CH:11]=[CH:10][C:9]([F:12])=[CH:8][CH:7]=1. (4) Given the reactants [OH:1][C@@H:2]1[CH2:6][CH2:5][CH2:4][C@H:3]1[NH:7][C:8]1[N:16]=[CH:15][N:14]=[C:13]2[C:9]=1[N:10]=[CH:11][N:12]2[CH:17]1[C@H:21]([OH:22])[C@H:20]([OH:23])[C@@H:19]([CH2:24]Cl)[O:18]1.C(N(CC)CC)C.[H-].[Ca+2].[H-].[F:36][C:37]1[CH:42]=[CH:41][CH:40]=[CH:39][C:38]=1[SH:43], predict the reaction product. The product is: [OH:1][C@@H:2]1[CH2:6][CH2:5][CH2:4][C@H:3]1[NH:7][C:8]1[N:16]=[CH:15][N:14]=[C:13]2[C:9]=1[N:10]=[CH:11][N:12]2[CH:17]1[C@H:21]([OH:22])[C@H:20]([OH:23])[C@@H:19]([CH2:24][S:43][C:38]2[CH:39]=[CH:40][CH:41]=[CH:42][C:37]=2[F:36])[O:18]1. (5) Given the reactants [F:1][C:2]1[N:6]2[CH:7]=[C:8]([C:19]3[CH:24]=[CH:23][CH:22]=[CH:21][CH:20]=3)[C:9]([C:11]3[CH:18]=[CH:17][C:14]([CH:15]=O)=[CH:13][CH:12]=3)=[N:10][C:5]2=[N:4][CH:3]=1.Cl.[NH:26]1[CH2:29][CH:28]([C:30]2[NH:34][N:33]=[C:32]([C:35]3[CH:40]=[CH:39][CH:38]=[CH:37][N:36]=3)[N:31]=2)[CH2:27]1, predict the reaction product. The product is: [F:1][C:2]1[N:6]2[CH:7]=[C:8]([C:19]3[CH:24]=[CH:23][CH:22]=[CH:21][CH:20]=3)[C:9]([C:11]3[CH:18]=[CH:17][C:14]([CH2:15][N:26]4[CH2:27][CH:28]([C:30]5[N:31]=[C:32]([C:35]6[CH:40]=[CH:39][CH:38]=[CH:37][N:36]=6)[NH:33][N:34]=5)[CH2:29]4)=[CH:13][CH:12]=3)=[N:10][C:5]2=[N:4][CH:3]=1.